This data is from NCI-60 drug combinations with 297,098 pairs across 59 cell lines. The task is: Regression. Given two drug SMILES strings and cell line genomic features, predict the synergy score measuring deviation from expected non-interaction effect. (1) Drug 1: CCCS(=O)(=O)NC1=C(C(=C(C=C1)F)C(=O)C2=CNC3=C2C=C(C=N3)C4=CC=C(C=C4)Cl)F. Drug 2: C1=CC(=CC=C1C#N)C(C2=CC=C(C=C2)C#N)N3C=NC=N3. Cell line: ACHN. Synergy scores: CSS=6.79, Synergy_ZIP=-2.76, Synergy_Bliss=-1.04, Synergy_Loewe=-0.858, Synergy_HSA=-1.43. (2) Synergy scores: CSS=15.4, Synergy_ZIP=-7.41, Synergy_Bliss=1.25, Synergy_Loewe=1.85, Synergy_HSA=1.79. Drug 2: B(C(CC(C)C)NC(=O)C(CC1=CC=CC=C1)NC(=O)C2=NC=CN=C2)(O)O. Cell line: SNB-19. Drug 1: CC1C(C(CC(O1)OC2CC(CC3=C2C(=C4C(=C3O)C(=O)C5=C(C4=O)C(=CC=C5)OC)O)(C(=O)C)O)N)O.Cl. (3) Drug 1: C1=NC(=NC(=O)N1C2C(C(C(O2)CO)O)O)N. Drug 2: CC(C)(C#N)C1=CC(=CC(=C1)CN2C=NC=N2)C(C)(C)C#N. Cell line: HT29. Synergy scores: CSS=6.70, Synergy_ZIP=-4.00, Synergy_Bliss=-6.67, Synergy_Loewe=0.403, Synergy_HSA=-4.65. (4) Drug 1: CNC(=O)C1=NC=CC(=C1)OC2=CC=C(C=C2)NC(=O)NC3=CC(=C(C=C3)Cl)C(F)(F)F. Drug 2: CC(C)CN1C=NC2=C1C3=CC=CC=C3N=C2N. Cell line: NCI-H522. Synergy scores: CSS=0.530, Synergy_ZIP=3.45, Synergy_Bliss=6.10, Synergy_Loewe=0.0169, Synergy_HSA=-0.531. (5) Cell line: A498. Drug 1: CCC(=C(C1=CC=CC=C1)C2=CC=C(C=C2)OCCN(C)C)C3=CC=CC=C3.C(C(=O)O)C(CC(=O)O)(C(=O)O)O. Drug 2: CC12CCC3C(C1CCC2OP(=O)(O)O)CCC4=C3C=CC(=C4)OC(=O)N(CCCl)CCCl.[Na+]. Synergy scores: CSS=2.28, Synergy_ZIP=-1.50, Synergy_Bliss=-1.31, Synergy_Loewe=-1.18, Synergy_HSA=-1.02.